This data is from Aqueous solubility values for 9,982 compounds from the AqSolDB database. The task is: Regression/Classification. Given a drug SMILES string, predict its absorption, distribution, metabolism, or excretion properties. Task type varies by dataset: regression for continuous measurements (e.g., permeability, clearance, half-life) or binary classification for categorical outcomes (e.g., BBB penetration, CYP inhibition). For this dataset (solubility_aqsoldb), we predict Y. (1) The compound is Cc1cc(C)c(C)c(C)c1C. The Y is -3.98 log mol/L. (2) The drug is Cc1cc(N)ccc1S(=O)(=O)Nc1ccccc1Cl. The Y is -5.05 log mol/L. (3) The molecule is CC(=O)C1C(=O)C=C(C)OC1=O. The Y is -1.23 log mol/L. (4) The compound is CC=C(C(=CC)c1ccc(O)cc1)c1ccc(O)cc1. The Y is -4.95 log mol/L.